This data is from Reaction yield outcomes from USPTO patents with 853,638 reactions. The task is: Predict the reaction yield, written as a fraction of the theoretical maximum amount of product (1.0 means a 100% yield; for example, 0.34 means a 34% yield). The reactants are Cl.[Br:2][C:3]1[CH:4]=[C:5]([CH:9]([OH:13])[C:10]([OH:12])=O)[CH:6]=[N:7][CH:8]=1.[C:14]1([CH:20]([NH2:27])[C:21]2[CH:26]=[CH:25][CH:24]=[CH:23][CH:22]=2)[CH:19]=[CH:18][CH:17]=[CH:16][CH:15]=1.C1C=NC2N(O)N=NC=2C=1.CCN(C(C)C)C(C)C. The catalyst is C1COCC1.C(OCC)(=O)C. The product is [CH:20]([NH:27][C:10](=[O:12])[CH:9]([C:5]1[CH:6]=[N:7][CH:8]=[C:3]([Br:2])[CH:4]=1)[OH:13])([C:21]1[CH:22]=[CH:23][CH:24]=[CH:25][CH:26]=1)[C:14]1[CH:19]=[CH:18][CH:17]=[CH:16][CH:15]=1. The yield is 0.735.